This data is from Forward reaction prediction with 1.9M reactions from USPTO patents (1976-2016). The task is: Predict the product of the given reaction. (1) Given the reactants [NH2:1][C@H:2]([CH:22]([CH3:24])[CH3:23])[C:3]([N:5]1[CH2:10][CH2:9][C:8]([C:15]2[CH:20]=[CH:19][C:18]([Cl:21])=[CH:17][CH:16]=2)([C:11]([O:13][CH3:14])=[O:12])[CH2:7][CH2:6]1)=[O:4].[C:25](Cl)(=[O:32])[C:26]1[CH:31]=[CH:30][CH:29]=[CH:28][CH:27]=1.C(N(C(C)C)C(C)C)C, predict the reaction product. The product is: [C:25]([NH:1][C@H:2]([CH:22]([CH3:24])[CH3:23])[C:3]([N:5]1[CH2:10][CH2:9][C:8]([C:15]2[CH:16]=[CH:17][C:18]([Cl:21])=[CH:19][CH:20]=2)([C:11]([O:13][CH3:14])=[O:12])[CH2:7][CH2:6]1)=[O:4])(=[O:32])[C:26]1[CH:31]=[CH:30][CH:29]=[CH:28][CH:27]=1. (2) Given the reactants N.C([N:9]1[CH2:13][CH:12]([CH2:14][CH:15]([CH3:19])[CH2:16][CH2:17][CH3:18])[CH2:11][C:10]1=[O:20])C1C=CC=CC=1.[Na], predict the reaction product. The product is: [CH3:19][CH:15]([CH2:16][CH2:17][CH3:18])[CH2:14][CH:12]1[CH2:13][NH:9][C:10](=[O:20])[CH2:11]1. (3) Given the reactants [Cl:1][C:2]1[C:3]([CH3:13])=[C:4]([C:8]([O:10]CC)=[O:9])[NH:5][C:6]=1[CH3:7].ClC1C=C(C(O)=O)NC=1C, predict the reaction product. The product is: [Cl:1][C:2]1[C:3]([CH3:13])=[C:4]([C:8]([OH:10])=[O:9])[NH:5][C:6]=1[CH3:7]. (4) Given the reactants C[O:2][C:3]([C:5]1[CH:6]=[CH:7][C:8]2[CH2:9][C@H:10]3[C@@H:15]([C:16]=2[CH:17]=1)[CH2:14][CH2:13][CH2:12][N:11]3[C:18]([C:20]1[CH:28]=[CH:27][C:23]2[NH:24][CH:25]=[N:26][C:22]=2[CH:21]=1)=[O:19])=[O:4].COC(C1C=CC2[C@@H]3[C@@H](N(C(C4C=CC5NC=NC=5C=4)=O)CCC3)CC=2C=1)=O, predict the reaction product. The product is: [NH:24]1[C:23]2[CH:27]=[CH:28][C:20]([C:18]([N:11]3[CH2:12][CH2:13][CH2:14][C@@H:15]4[C:16]5[CH:17]=[C:5]([C:3]([OH:4])=[O:2])[CH:6]=[CH:7][C:8]=5[CH2:9][C@H:10]34)=[O:19])=[CH:21][C:22]=2[N:26]=[CH:25]1. (5) The product is: [Cl:31][C:26]1[CH:25]=[C:24]([N:11]([CH2:10][CH2:9][CH2:8][N:5]2[CH2:6][CH2:7][CH:2]([NH:1][C:37](=[O:38])[C:36]3[CH:40]=[CH:41][C:33]([F:32])=[CH:34][CH:35]=3)[CH2:3][CH2:4]2)[C:12]([CH:14]2[CH2:19][CH2:18][N:17]([S:20]([CH3:23])(=[O:21])=[O:22])[CH2:16][CH2:15]2)=[O:13])[CH:29]=[CH:28][C:27]=1[Cl:30]. Given the reactants [NH2:1][CH:2]1[CH2:7][CH2:6][N:5]([CH2:8][CH2:9][CH2:10][N:11]([C:24]2[CH:29]=[CH:28][C:27]([Cl:30])=[C:26]([Cl:31])[CH:25]=2)[C:12]([CH:14]2[CH2:19][CH2:18][N:17]([S:20]([CH3:23])(=[O:22])=[O:21])[CH2:16][CH2:15]2)=[O:13])[CH2:4][CH2:3]1.[F:32][C:33]1[CH:41]=[CH:40][C:36]([C:37](Cl)=[O:38])=[CH:35][CH:34]=1, predict the reaction product. (6) Given the reactants [Br-:1].[C:2]([CH:5]([CH2:29][CH2:30]C)[CH2:6][CH2:7][N:8]1[C:12]2[CH:13]=[CH:14][CH:15]=[CH:16][C:11]=2[S:10][C:9]1=[CH:17][C:18]1[C:27]2[C:22](=[CH:23][CH:24]=[CH:25][CH:26]=2)[N+:21]([CH3:28])=[CH:20][CH:19]=1)([OH:4])=[O:3].[Br-].C(C(CC)CCC[N+]1C2C=CC=CC=2SC=1C)(O)=O.[Br-].CC1SC2C=CC=CC=2[NH+]=1, predict the reaction product. The product is: [Br-:1].[C:2]([CH:5]([CH2:29][CH3:30])[CH2:6][CH2:7][N:8]1[C:12]2[CH:13]=[CH:14][CH:15]=[CH:16][C:11]=2[S:10][C:9]1=[CH:17][C:18]1[C:27]2[C:22](=[CH:23][CH:24]=[CH:25][CH:26]=2)[N+:21]([CH3:28])=[CH:20][CH:19]=1)([OH:4])=[O:3]. (7) Given the reactants [CH2:1]([N:3]([CH2:30][CH3:31])[CH2:4][CH2:5][NH:6][C:7]([C:9]1[C:17]2[CH2:16][CH2:15][CH2:14]/[C:13](=[C:18]3/[C:19](=[O:28])[NH:20][C:21]4[C:26]/3=[CH:25][C:24]([F:27])=[CH:23][CH:22]=4)/[C:12]=2[NH:11][C:10]=1[CH3:29])=[O:8])[CH3:2].[Cl:32]CCl.Cl, predict the reaction product. The product is: [ClH:32].[CH2:30]([N:3]([CH2:1][CH3:2])[CH2:4][CH2:5][NH:6][C:7]([C:9]1[C:17]2[CH2:16][CH2:15][CH2:14]/[C:13](=[C:18]3/[C:19](=[O:28])[NH:20][C:21]4[C:26]/3=[CH:25][C:24]([F:27])=[CH:23][CH:22]=4)/[C:12]=2[NH:11][C:10]=1[CH3:29])=[O:8])[CH3:31].